This data is from Reaction yield outcomes from USPTO patents with 853,638 reactions. The task is: Predict the reaction yield, written as a fraction of the theoretical maximum amount of product (1.0 means a 100% yield; for example, 0.34 means a 34% yield). (1) The reactants are [F:1][C:2]1[C:7]([O:8][CH3:9])=[CH:6][C:5]([O:10][CH3:11])=[C:4]([F:12])[C:3]=1[N:13]1[CH2:22][C:21]2[CH:20]=[N:19][C:18]3[N:23]([S:28]([C:31]4[CH:36]=[CH:35][CH:34]=[CH:33][CH:32]=4)(=[O:30])=[O:29])[C:24]([CH:26]=O)=[CH:25][C:17]=3[C:16]=2[C:15]([CH3:38])([CH3:37])[C:14]1=[O:39].[NH:40]1[CH2:45][CH2:44][O:43][CH2:42][CH2:41]1.C(O)(=O)C.C(O[BH-](OC(=O)C)OC(=O)C)(=O)C.[Na+]. The catalyst is ClCCCl.C(Cl)Cl. The product is [F:12][C:4]1[C:5]([O:10][CH3:11])=[CH:6][C:7]([O:8][CH3:9])=[C:2]([F:1])[C:3]=1[N:13]1[CH2:22][C:21]2[CH:20]=[N:19][C:18]3[N:23]([S:28]([C:31]4[CH:36]=[CH:35][CH:34]=[CH:33][CH:32]=4)(=[O:29])=[O:30])[C:24]([CH2:26][N:40]4[CH2:45][CH2:44][O:43][CH2:42][CH2:41]4)=[CH:25][C:17]=3[C:16]=2[C:15]([CH3:37])([CH3:38])[C:14]1=[O:39]. The yield is 0.710. (2) The reactants are [CH2:1](C1C(CNC2CC2)=NC2C(N=1)=CC=CC=2)C1C=CC=CC=1.[CH2:23]([C:30]1[C:31]([CH:40]([NH2:44])[CH:41]2[CH2:43][CH2:42]2)=[N:32][C:33]2[C:38]([N:39]=1)=[CH:37][CH:36]=[CH:35][CH:34]=2)[C:24]1[CH:29]=[CH:28][CH:27]=[CH:26][CH:25]=1.[C:45]([NH:52][CH:53]([CH3:56])C=O)([O:47][C:48]([CH3:51])([CH3:50])[CH3:49])=[O:46].[BH-](OC(C)=O)(OC(C)=O)OC(C)=O.[Na+]. The catalyst is CO.CC(O)=O. The product is [C:48]([O:47][C:45](=[O:46])[NH:52][CH2:53][CH2:56][CH2:1][NH:44][CH:40]([C:31]1[C:30]([CH2:23][C:24]2[CH:25]=[CH:26][CH:27]=[CH:28][CH:29]=2)=[N:39][C:38]2[C:33](=[CH:34][CH:35]=[CH:36][CH:37]=2)[N:32]=1)[CH:41]1[CH2:42][CH2:43]1)([CH3:49])([CH3:50])[CH3:51]. The yield is 0.800.